Dataset: Catalyst prediction with 721,799 reactions and 888 catalyst types from USPTO. Task: Predict which catalyst facilitates the given reaction. Reactant: [Cl:1][C:2]1[C:7](NC)=[CH:6][CH:5]=[CH:4][N:3]=1.C(N(C(C)C)CC)(C)C.C(C1C=C([C:32](=[O:35])CBr)C=CC=1)C1C=CC=CC=1. Product: [Cl:1][C:2]1[C:7]([CH2:32][OH:35])=[CH:6][CH:5]=[CH:4][N:3]=1. The catalyst class is: 2.